This data is from Full USPTO retrosynthesis dataset with 1.9M reactions from patents (1976-2016). The task is: Predict the reactants needed to synthesize the given product. (1) Given the product [F:1][C:2]1[CH:7]=[C:6]([F:8])[CH:5]=[CH:4][C:3]=1[N:9]1[C:17](=[O:18])[C:16]2[C@@H:15]3[C:19]([CH3:21])([CH3:20])[C@@:12]([CH3:22])([CH2:13][CH2:14]3)[C:11]=2[N:10]1[CH2:24][CH2:25][CH:26]([CH3:28])[CH3:27], predict the reactants needed to synthesize it. The reactants are: [F:1][C:2]1[CH:7]=[C:6]([F:8])[CH:5]=[CH:4][C:3]=1[N:9]1[C:17](=[O:18])[C:16]2[C@@H:15]3[C:19]([CH3:21])([CH3:20])[C@@:12]([CH3:22])([CH2:13][CH2:14]3)[C:11]=2[NH:10]1.Br[CH2:24][CH2:25][CH:26]([CH3:28])[CH3:27]. (2) Given the product [C:9]([O:13][C:14](=[O:17])[CH2:15][NH:16][S:29]([C:26]1[CH:27]=[C:28]2[C:23]([C:22]([Cl:33])=[CH:21][N:20]=[C:19]2[Cl:18])=[CH:24][CH:25]=1)(=[O:31])=[O:30])([CH3:12])([CH3:11])[CH3:10], predict the reactants needed to synthesize it. The reactants are: CCN(CC)CC.Cl.[C:9]([O:13][C:14](=[O:17])[CH2:15][NH2:16])([CH3:12])([CH3:11])[CH3:10].[Cl:18][C:19]1[C:28]2[C:23](=[CH:24][CH:25]=[C:26]([S:29](Cl)(=[O:31])=[O:30])[CH:27]=2)[C:22]([Cl:33])=[CH:21][N:20]=1. (3) Given the product [F:40][C:41]1[CH:42]=[C:43]([NH:49][C:2]2[C:7]([C:8]3[N:13]=[C:12]([CH3:14])[N:11]=[C:10]([N:15]([CH2:25][C:26]4[CH:27]=[CH:28][C:29]([O:32][CH3:33])=[CH:30][CH:31]=4)[CH2:16][C:17]4[CH:18]=[CH:19][C:20]([O:23][CH3:24])=[CH:21][CH:22]=4)[N:9]=3)=[CH:6][C:5]([CH:34]3[CH2:35][CH2:36][O:37][CH2:38][CH2:39]3)=[CH:4][N:3]=2)[CH:44]=[N:45][C:46]=1[O:47][CH3:48], predict the reactants needed to synthesize it. The reactants are: F[C:2]1[C:7]([C:8]2[N:13]=[C:12]([CH3:14])[N:11]=[C:10]([N:15]([CH2:25][C:26]3[CH:31]=[CH:30][C:29]([O:32][CH3:33])=[CH:28][CH:27]=3)[CH2:16][C:17]3[CH:22]=[CH:21][C:20]([O:23][CH3:24])=[CH:19][CH:18]=3)[N:9]=2)=[CH:6][C:5]([CH:34]2[CH2:39][CH2:38][O:37][CH2:36][CH2:35]2)=[CH:4][N:3]=1.[F:40][C:41]1[CH:42]=[C:43]([NH2:49])[CH:44]=[N:45][C:46]=1[O:47][CH3:48].C[Si]([N-][Si](C)(C)C)(C)C.[Na+].